The task is: Predict the product of the given reaction.. This data is from Forward reaction prediction with 1.9M reactions from USPTO patents (1976-2016). Given the reactants [C:1]1([CH:7]([C:14]2[C:22]3[C:17](=[CH:18][C:19]([O:23][CH2:24][CH2:25][CH2:26]O)=[CH:20][CH:21]=3)[NH:16][CH:15]=2)[CH2:8][C:9]([O:11][CH2:12][CH3:13])=[O:10])[CH:6]=[CH:5][CH:4]=[CH:3][CH:2]=1.[Cl:28][C:29]([Cl:42])([Cl:41])[CH2:30][O:31][C:32]([NH:34][C:35]1[CH:40]=[CH:39][CH:38]=[CH:37][N:36]=1)=[O:33].C1(P(C2C=CC=CC=2)C2C=CC=CC=2)C=CC=CC=1.C(OC(N=NC(OCC)=O)=O)C, predict the reaction product. The product is: [C:1]1([CH:7]([C:14]2[C:22]3[C:17](=[CH:18][C:19]([O:23][CH2:24][CH2:25][CH2:26][N:34]([C:35]4[CH:40]=[CH:39][CH:38]=[CH:37][N:36]=4)[C:32]([O:31][CH2:30][C:29]([Cl:28])([Cl:41])[Cl:42])=[O:33])=[CH:20][CH:21]=3)[NH:16][CH:15]=2)[CH2:8][C:9]([O:11][CH2:12][CH3:13])=[O:10])[CH:6]=[CH:5][CH:4]=[CH:3][CH:2]=1.